From a dataset of Peptide-MHC class I binding affinity with 185,985 pairs from IEDB/IMGT. Regression. Given a peptide amino acid sequence and an MHC pseudo amino acid sequence, predict their binding affinity value. This is MHC class I binding data. (1) The peptide sequence is VMDTLNGIMM. The MHC is HLA-A02:01 with pseudo-sequence HLA-A02:01. The binding affinity (normalized) is 0.678. (2) The peptide sequence is RENGGYWLL. The MHC is HLA-A68:02 with pseudo-sequence HLA-A68:02. The binding affinity (normalized) is 0.327. (3) The peptide sequence is VHDREGNEV. The MHC is HLA-A26:01 with pseudo-sequence HLA-A26:01. The binding affinity (normalized) is 0.0847. (4) The peptide sequence is WLPTGTLLV. The MHC is HLA-A02:01 with pseudo-sequence HLA-A02:01. The binding affinity (normalized) is 0.644. (5) The peptide sequence is QENEIYTYF. The MHC is HLA-B44:02 with pseudo-sequence HLA-B44:02. The binding affinity (normalized) is 0.0847. (6) The peptide sequence is YSLAGSSPF. The MHC is HLA-B08:02 with pseudo-sequence HLA-B08:02. The binding affinity (normalized) is 0.0847. (7) The peptide sequence is TKDTNDNNL. The MHC is HLA-A80:01 with pseudo-sequence HLA-A80:01. The binding affinity (normalized) is 0.0847. (8) The peptide sequence is TFMIITSTK. The MHC is HLA-A02:01 with pseudo-sequence HLA-A02:01. The binding affinity (normalized) is 0. (9) The peptide sequence is ELAPIRVNA. The MHC is HLA-B18:01 with pseudo-sequence HLA-B18:01. The binding affinity (normalized) is 0.0847. (10) The peptide sequence is FEFILRYGD. The binding affinity (normalized) is 0.521. The MHC is HLA-B18:01 with pseudo-sequence HLA-B18:01.